This data is from Reaction yield outcomes from USPTO patents with 853,638 reactions. The task is: Predict the reaction yield, written as a fraction of the theoretical maximum amount of product (1.0 means a 100% yield; for example, 0.34 means a 34% yield). (1) The reactants are [N+:1]([C:4]1[CH:45]=[CH:44][C:7]([O:8][CH2:9][C:10]([CH2:33][O:34][C:35]2[CH:40]=[CH:39][C:38]([N+:41]([O-])=O)=[CH:37][CH:36]=2)([CH2:22][O:23][C:24]2[CH:29]=[CH:28][C:27]([N+:30]([O-])=O)=[CH:26][CH:25]=2)[CH2:11][O:12][C:13]2[CH:18]=[CH:17][C:16]([N+:19]([O-])=O)=[CH:15][CH:14]=2)=[CH:6][CH:5]=1)([O-])=O.[H][H]. The catalyst is O1CCCC1.[Pd]. The product is [NH2:19][C:16]1[CH:15]=[CH:14][C:13]([O:12][CH2:11][C:10]([CH2:9][O:8][C:7]2[CH:6]=[CH:5][C:4]([NH2:1])=[CH:45][CH:44]=2)([CH2:22][O:23][C:24]2[CH:29]=[CH:28][C:27]([NH2:30])=[CH:26][CH:25]=2)[CH2:33][O:34][C:35]2[CH:36]=[CH:37][C:38]([NH2:41])=[CH:39][CH:40]=2)=[CH:18][CH:17]=1. The yield is 0.900. (2) The reactants are [CH3:1][C@@H:2]([CH2:7][CH3:8])[CH2:3][C:4](=O)[CH3:5].[CH3:9][C:10]([S@@:13]([NH2:15])=[O:14])([CH3:12])[CH3:11]. The catalyst is C1COCC1.[Cl-].[Na+].O.[O-]CC.[Ti+4].[O-]CC.[O-]CC.[O-]CC. The product is [CH3:5][C:4](=[N:15][S@:13]([C:10]([CH3:12])([CH3:11])[CH3:9])=[O:14])[CH2:3][C@@H:2]([CH3:1])[CH2:7][CH3:8]. The yield is 0.630. (3) The reactants are C1C2C(COC([NH:18][C:19]3([C:24]([NH:26][C@H:27]([C:31]([N:33]([C@@H:35]([C@@H:68]([CH3:71])[CH2:69][CH3:70])[C@H:36]([O:66][CH3:67])[CH2:37][C:38]([N:40]4[CH2:44][CH2:43][CH2:42][C@H:41]4[C@H:45]([O:64][CH3:65])[C@@H:46]([CH3:63])[C:47]([NH:49][C@H:50]([C:58]4[S:59][CH:60]=[CH:61][N:62]=4)[CH2:51][C:52]4[CH:57]=[CH:56][CH:55]=[CH:54][CH:53]=4)=[S:48])=[O:39])[CH3:34])=[O:32])[CH:28]([CH3:30])[CH3:29])=[O:25])[CH2:23][CH2:22][CH2:21][CH2:20]3)=O)C3C(=CC=CC=3)C=2C=CC=1. The catalyst is ClCCl.C(NCC)C. The product is [NH2:18][C:19]1([C:24]([NH:26][C@H:27]([C:31]([N:33]([C@@H:35]([C@@H:68]([CH3:71])[CH2:69][CH3:70])[C@H:36]([O:66][CH3:67])[CH2:37][C:38]([N:40]2[CH2:44][CH2:43][CH2:42][C@H:41]2[C@H:45]([O:64][CH3:65])[C@@H:46]([CH3:63])[C:47]([NH:49][C@H:50]([C:58]2[S:59][CH:60]=[CH:61][N:62]=2)[CH2:51][C:52]2[CH:53]=[CH:54][CH:55]=[CH:56][CH:57]=2)=[S:48])=[O:39])[CH3:34])=[O:32])[CH:28]([CH3:30])[CH3:29])=[O:25])[CH2:20][CH2:21][CH2:22][CH2:23]1. The yield is 0.610.